From a dataset of Full USPTO retrosynthesis dataset with 1.9M reactions from patents (1976-2016). Predict the reactants needed to synthesize the given product. (1) Given the product [CH3:1][O:2][C:3](=[O:13])[CH:4]([OH:5])[C:6]1[CH:11]=[CH:10][CH:9]=[C:8]([C:28]2[CH:29]=[C:30]3[C:22]([C:17]4[CH:18]=[CH:19][CH:20]=[CH:21][C:16]=4[O:15][CH3:14])=[CH:23][N:24]([S:40]([C:43]4[CH:44]=[CH:45][C:46]([CH3:49])=[CH:47][CH:48]=4)(=[O:42])=[O:41])[C:25]3=[N:26][CH:27]=2)[N:7]=1, predict the reactants needed to synthesize it. The reactants are: [CH3:1][O:2][C:3](=[O:13])[CH:4]([C:6]1[CH:11]=[CH:10][CH:9]=[C:8](Br)[N:7]=1)[OH:5].[CH3:14][O:15][C:16]1[CH:21]=[CH:20][CH:19]=[CH:18][C:17]=1[C:22]1[C:30]2[C:25](=[N:26][CH:27]=[C:28](B3OC(C)(C)C(C)(C)O3)[CH:29]=2)[N:24]([S:40]([C:43]2[CH:48]=[CH:47][C:46]([CH3:49])=[CH:45][CH:44]=2)(=[O:42])=[O:41])[CH:23]=1.O. (2) The reactants are: [NH2:1][CH2:2][CH:3]1[CH2:8][CH2:7][CH:6]([CH2:9][NH2:10])[CH2:5][CH2:4]1.[S:11]1[C:15]([C:16]2[CH:21]=[CH:20][N:19]=[C:18](Cl)[N:17]=2)=[CH:14][C:13]2[CH:23]=[CH:24][CH:25]=[CH:26][C:12]1=2. Given the product [NH2:1][CH2:2][C@@H:3]1[CH2:8][CH2:7][C@H:6]([CH2:9][NH:10][C:18]2[N:17]=[C:16]([C:15]3[S:11][C:12]4[CH:26]=[CH:25][CH:24]=[CH:23][C:13]=4[CH:14]=3)[CH:21]=[CH:20][N:19]=2)[CH2:5][CH2:4]1, predict the reactants needed to synthesize it. (3) Given the product [Cl:36][C:4]1[C:5]2[NH:10][CH:9]=[C:8]([CH2:11][C:12]3[C:17]([CH3:18])=[C:16]([O:19][CH3:20])[C:15]([CH3:21])=[CH:14][N:13]=3)[C:6]=2[N:7]=[C:2]([NH2:1])[N:3]=1, predict the reactants needed to synthesize it. The reactants are: [NH2:1][C:2]1[N:3]=[C:4](O)[C:5]2[NH:10][CH:9]=[C:8]([CH2:11][C:12]3[C:17]([CH3:18])=[C:16]([O:19][CH3:20])[C:15]([CH3:21])=[CH:14][N:13]=3)[C:6]=2[N:7]=1.CCN(C1C=CC=CC=1)CC.O=P(Cl)(Cl)[Cl:36]. (4) Given the product [NH:24]1[CH:23]=[C:22]([C:9]2[CH:10]=[C:11]([CH:13]=[C:14]([C:16]([F:17])([F:18])[F:19])[CH:15]=2)[NH2:12])[CH:26]=[N:25]1, predict the reactants needed to synthesize it. The reactants are: CC1(C)C(C)(C)OB([C:9]2[CH:10]=[C:11]([CH:13]=[C:14]([C:16]([F:19])([F:18])[F:17])[CH:15]=2)[NH2:12])O1.Br[C:22]1[CH:23]=[N:24][N:25](C(OC(C)(C)C)=O)[CH:26]=1.C([O-])([O-])=O.[Cs+].[Cs+]. (5) The reactants are: [OH2:1].[OH-].[Li+].C1[CH2:8][O:7]CC1.O.OO.C([C@@H]1COC(=O)N1C(=O)[C@H:26]([C@@H:34]1[CH2:38][CH2:37][CH2:36][N:35]1[C:39]([O:41][C:42]([CH3:45])([CH3:44])[CH3:43])=[O:40])[C:27]1[CH:32]=[CH:31][C:30]([Cl:33])=[CH:29][CH:28]=1)C1C=CC=CC=1. Given the product [C:42]([O:41][C:39]([N:35]1[CH2:36][CH2:37][CH2:38][C@H:34]1[C@H:26]([C:27]1[CH:32]=[CH:31][C:30]([Cl:33])=[CH:29][CH:28]=1)[C:8]([OH:7])=[O:1])=[O:40])([CH3:45])([CH3:43])[CH3:44], predict the reactants needed to synthesize it. (6) Given the product [OH:7][CH2:6][C:5]([CH3:9])([CH3:8])[CH2:4][CH2:3][CH2:2][NH:1][C:10]([NH:1][CH2:2][CH2:3][CH2:4][C:5]([CH3:9])([CH3:8])[CH2:6][OH:7])=[S:12], predict the reactants needed to synthesize it. The reactants are: [NH2:1][CH2:2][CH2:3][CH2:4][C:5]([CH3:9])([CH3:8])[CH2:6][OH:7].[C:10](=[S:12])=S. (7) Given the product [CH:48]1([N:16]([CH2:15][CH2:14][OH:13])[CH2:17][CH2:18][CH2:19][O:20][C:21]2[CH:30]=[C:29]3[C:24]([C:25]([NH:31][C:32]4[CH:36]=[C:35]([CH2:37][C:38]([NH:40][C:41]5[CH:46]=[CH:45][CH:44]=[C:43]([F:47])[CH:42]=5)=[O:39])[NH:34][N:33]=4)=[N:26][CH:27]=[N:28]3)=[CH:23][CH:22]=2)[CH2:49][CH2:50][CH2:51][CH2:52]1, predict the reactants needed to synthesize it. The reactants are: P([O:13][CH2:14][CH2:15][N:16]([CH:48]1[CH2:52][CH2:51][CH2:50][CH2:49]1)[CH2:17][CH2:18][CH2:19][O:20][C:21]1[CH:30]=[C:29]2[C:24]([C:25]([NH:31][C:32]3[CH:36]=[C:35]([CH2:37][C:38]([NH:40][C:41]4[CH:46]=[CH:45][CH:44]=[C:43]([F:47])[CH:42]=4)=[O:39])[NH:34][N:33]=3)=[N:26][CH:27]=[N:28]2)=[CH:23][CH:22]=1)(OC(C)(C)C)(OC(C)(C)C)=O.C1(NCCO)CCCC1. (8) Given the product [C:1]([O:5][C:6]([NH:8]/[C:9](=[CH:41]\[C:40]1[CH:39]=[N:38][C:37]([C:34]([F:36])([F:33])[CH3:35])=[CH:44][CH:43]=1)/[C:10]([O:12][CH3:13])=[O:11])=[O:7])([CH3:2])([CH3:3])[CH3:4], predict the reactants needed to synthesize it. The reactants are: [C:1]([O:5][C:6]([NH:8][CH:9](OP(OCC)OCC)[C:10]([O:12][CH3:13])=[O:11])=[O:7])([CH3:4])([CH3:3])[CH3:2].N12CCCN=C1CCCCC2.[F:33][C:34]([C:37]1[CH:44]=[CH:43][C:40]([CH:41]=O)=[CH:39][N:38]=1)([F:36])[CH3:35]. (9) The reactants are: Cl.Br[C:3]1[CH:4]=[C:5]2[NH:11][C:10]([C:12]3[O:13][C:14]([CH2:17][C:18]4[CH:23]=[C:22]([Cl:24])[CH:21]=[CH:20][C:19]=4[O:25][CH2:26][CH:27]([CH3:29])[CH3:28])=[CH:15][CH:16]=3)=[N:9][C:6]2=[N:7][CH:8]=1.C(=O)([O-])[O-].[K+].[K+].CO[CH2:38][CH2:39]OC. Given the product [ClH:24].[Cl:24][C:22]1[CH:21]=[CH:20][C:19]([O:25][CH2:26][CH:27]([CH3:29])[CH3:28])=[C:18]([CH2:17][C:14]2[O:13][C:12]([C:10]3[NH:11][C:5]4[C:6]([N:9]=3)=[N:7][CH:8]=[C:3]([CH:38]=[CH2:39])[CH:4]=4)=[CH:16][CH:15]=2)[CH:23]=1, predict the reactants needed to synthesize it.